From a dataset of Full USPTO retrosynthesis dataset with 1.9M reactions from patents (1976-2016). Predict the reactants needed to synthesize the given product. (1) Given the product [Cl:31][C:28]1[CH:29]=[CH:30][C:25]([CH:19]([C:20]2[O:24][CH:23]=[N:22][CH:21]=2)[N:14]2[CH:15]=[CH:16][C:11]([C:9]3[CH:8]=[CH:7][N:6]=[C:5]([S:4][CH3:3])[N:10]=3)=[CH:12][C:13]2=[O:17])=[CH:26][C:27]=1[F:32], predict the reactants needed to synthesize it. The reactants are: [H-].[Na+].[CH3:3][S:4][C:5]1[N:10]=[C:9]([C:11]2[CH:16]=[CH:15][NH:14][C:13](=[O:17])[CH:12]=2)[CH:8]=[CH:7][N:6]=1.Cl[CH:19]([C:25]1[CH:30]=[CH:29][C:28]([Cl:31])=[C:27]([F:32])[CH:26]=1)[C:20]1[O:24][CH:23]=[N:22][CH:21]=1. (2) Given the product [Cl:2][C:3]1[CH:4]=[C:5]2[C:10](=[CH:11][C:12]=1[C:13]([CH3:16])([CH3:17])[CH2:14][NH:15][C:32](=[O:33])[C:31]1[CH:35]=[CH:36][C:28]([Cl:27])=[CH:29][CH:30]=1)[O:9][CH:8]([C:18]([F:21])([F:20])[F:19])[C:7]([C:22]([O:24][CH2:25][CH3:26])=[O:23])=[CH:6]2, predict the reactants needed to synthesize it. The reactants are: Cl.[Cl:2][C:3]1[CH:4]=[C:5]2[C:10](=[CH:11][C:12]=1[C:13]([CH3:17])([CH3:16])[CH2:14][NH2:15])[O:9][CH:8]([C:18]([F:21])([F:20])[F:19])[C:7]([C:22]([O:24][CH2:25][CH3:26])=[O:23])=[CH:6]2.[Cl:27][C:28]1[CH:36]=[CH:35][C:31]([C:32](Cl)=[O:33])=[CH:30][CH:29]=1.C(F)(F)(C(F)(F)C(F)(F)F)C(F)(F)C(F)(F)N(C(F)(F)C(F)(F)C(F)(F)C(F)(F)C(F)(F)F)C(F)(F)C(F)(F)C(F)(F)C(F)(F)C(F)(F)F. (3) The reactants are: [C:1]([N:9]1[CH:18]=[CH:17][C:16]2[C:11](=[CH:12][C:13](OC)=[C:14](OC)[CH:15]=2)[CH:10]1[C:23]#[N:24])(=[O:8])[C:2]1[CH:7]=[CH:6][CH:5]=[CH:4][CH:3]=1.[Br:25]C1C=CC=C2C=1C=CN=C2. Given the product [C:1]([N:9]1[CH:18]=[CH:17][C:16]2[C:11](=[CH:12][CH:13]=[CH:14][C:15]=2[Br:25])[CH:10]1[C:23]#[N:24])(=[O:8])[C:2]1[CH:7]=[CH:6][CH:5]=[CH:4][CH:3]=1, predict the reactants needed to synthesize it.